Predict which catalyst facilitates the given reaction. From a dataset of Catalyst prediction with 721,799 reactions and 888 catalyst types from USPTO. Reactant: [OH:1][CH2:2][CH2:3][CH2:4][CH2:5][NH:6][C:7](=[O:17])[C:8]1[CH:13]=[CH:12][C:11]([O:14][CH2:15][CH3:16])=[CH:10][CH:9]=1.C(N(C(C)C)CC)(C)C.[CH3:27][S:28](Cl)(=[O:30])=[O:29]. Product: [CH3:27][S:28]([OH:30])(=[O:1])=[O:29].[OH:1][CH2:2][CH2:3][CH2:4][CH2:5][NH:6][C:7](=[O:17])[C:8]1[CH:9]=[CH:10][C:11]([O:14][CH2:15][CH3:16])=[CH:12][CH:13]=1. The catalyst class is: 2.